The task is: Predict the product of the given reaction.. This data is from Forward reaction prediction with 1.9M reactions from USPTO patents (1976-2016). (1) Given the reactants [H-].[Na+].[C:3]([C:5]1[C:10]([C:11]2[NH:15][CH:14]=[C:13]([CH2:16][N:17]([CH3:25])[C:18](=[O:24])[O:19][C:20]([CH3:23])([CH3:22])[CH3:21])[CH:12]=2)=[CH:9][CH:8]=[CH:7][N:6]=1)#[N:4].C1OCCOCCOCCOCCOC1.[S:41]1[CH:45]=[CH:44][C:43]([S:46](Cl)(=[O:48])=[O:47])=[CH:42]1.[Cl-].[NH4+], predict the reaction product. The product is: [C:3]([C:5]1[C:10]([C:11]2[N:15]([S:46]([C:43]3[CH:44]=[CH:45][S:41][CH:42]=3)(=[O:48])=[O:47])[CH:14]=[C:13]([CH2:16][N:17]([CH3:25])[C:18](=[O:24])[O:19][C:20]([CH3:21])([CH3:22])[CH3:23])[CH:12]=2)=[CH:9][CH:8]=[CH:7][N:6]=1)#[N:4]. (2) Given the reactants [Br:1][C:2]1[CH:3]=[C:4]([C@@H:8]([N:10]2[CH2:15][CH2:14][C@@:13]([C:20]3[CH:25]=[CH:24][C:23]([F:26])=[CH:22][CH:21]=3)([CH2:16][CH2:17][CH2:18][OH:19])[O:12][C:11]2=[O:27])[CH3:9])[CH:5]=[CH:6][CH:7]=1.CCN(CC)CC.[CH3:35][S:36](Cl)(=[O:38])=[O:37], predict the reaction product. The product is: [CH3:35][S:36]([O:19][CH2:18][CH2:17][CH2:16][C@@:13]1([C:20]2[CH:21]=[CH:22][C:23]([F:26])=[CH:24][CH:25]=2)[O:12][C:11](=[O:27])[N:10]([C@H:8]([C:4]2[CH:5]=[CH:6][CH:7]=[C:2]([Br:1])[CH:3]=2)[CH3:9])[CH2:15][CH2:14]1)(=[O:38])=[O:37]. (3) Given the reactants O1CCCC1.Br[C:7](Br)([F:9])[F:8].CN(C)P(=O)(N(C)C)N(C)C.[CH3:22][O:23][C:24]1[CH:58]=[CH:57][C:27]([CH2:28][O:29][C:30]2[CH:35]=[CH:34][C:33]([C:36]3[N:41]=[CH:40][C:39]([C:42]4[N:43]([CH2:49][O:50][CH2:51][CH2:52][Si:53]([CH3:56])([CH3:55])[CH3:54])[CH:44]=[C:45]([CH:47]=O)[N:46]=4)=[CH:38][CH:37]=3)=[CH:32][CH:31]=2)=[CH:26][CH:25]=1, predict the reaction product. The product is: [F:8][C:7]([F:9])=[CH:47][C:45]1[N:46]=[C:42]([C:39]2[CH:38]=[CH:37][C:36]([C:33]3[CH:34]=[CH:35][C:30]([O:29][CH2:28][C:27]4[CH:57]=[CH:58][C:24]([O:23][CH3:22])=[CH:25][CH:26]=4)=[CH:31][CH:32]=3)=[N:41][CH:40]=2)[N:43]([CH2:49][O:50][CH2:51][CH2:52][Si:53]([CH3:54])([CH3:55])[CH3:56])[CH:44]=1. (4) Given the reactants [NH2:1][C@H:2]([C:40]1[CH:45]=[CH:44][CH:43]=[CH:42][CH:41]=1)[CH2:3][N:4]1[C:9](=[O:10])[C:8]2[C:11]3([O:25][CH2:26][C:7]=2[N:6]([CH2:27][C:28]2[C:33]([C:34]([F:37])([F:36])[F:35])=[CH:32][CH:31]=[CH:30][C:29]=2[F:38])[C:5]1=[O:39])[CH2:16][CH2:15][N:14]([CH2:17][C:18]1[CH:23]=[CH:22][CH:21]=[C:20]([Cl:24])[CH:19]=1)[CH2:13][CH2:12]3.C(N(CC)C(C)C)(C)C.[CH2:55]([O:57][C:58](=[O:63])[CH2:59][CH2:60][CH2:61]Br)[CH3:56], predict the reaction product. The product is: [Cl:24][C:20]1[CH:19]=[C:18]([CH:23]=[CH:22][CH:21]=1)[CH2:17][N:14]1[CH2:15][CH2:16][C:11]2([C:8]3[C:9](=[O:10])[N:4]([CH2:3][C@H:2]([NH:1][CH2:61][CH2:60][CH2:59][C:58]([O:57][CH2:55][CH3:56])=[O:63])[C:40]4[CH:41]=[CH:42][CH:43]=[CH:44][CH:45]=4)[C:5](=[O:39])[N:6]([CH2:27][C:28]4[C:33]([C:34]([F:37])([F:36])[F:35])=[CH:32][CH:31]=[CH:30][C:29]=4[F:38])[C:7]=3[CH2:26][O:25]2)[CH2:12][CH2:13]1. (5) Given the reactants F[C:2]([F:17])(S(F)(=O)=O)[C:3](F)(F)[C:4](F)(F)[C:5](F)(F)F.O[C@@H]1C[C@@]2(C)[C@@H:30]([CH2:31][CH2:32][C:33]2=[O:37])[C@H:29]2[C@H:20]1[C@@H:21]1[C:26]([CH2:27][C@H:28]2[CH3:38])=[CH:25][C:24](=[O:39])[CH2:23][CH2:22]1.Cl.O, predict the reaction product. The product is: [F:17][C@H:2]1[CH2:3][C@@:4]2([CH3:5])[C@@H:30]([CH2:31][CH2:32][C:33]2=[O:37])[C@H:29]2[C@H:20]1[C@@H:21]1[C:26]([CH2:27][C@H:28]2[CH3:38])=[CH:25][C:24](=[O:39])[CH2:23][CH2:22]1. (6) Given the reactants Br[CH:2]([CH2:8]Br)[C:3]([O:5][CH2:6][CH3:7])=[O:4].[CH2:10]([NH:17][CH2:18][CH2:19][NH:20][CH2:21][C:22]1[CH:27]=[CH:26][CH:25]=[CH:24][CH:23]=1)[C:11]1[CH:16]=[CH:15][CH:14]=[CH:13][CH:12]=1.C(N(CC)CC)C, predict the reaction product. The product is: [C:22]1([CH2:21][N:20]2[CH2:19][CH2:18][N:17]([CH2:10][C:11]3[CH:16]=[CH:15][CH:14]=[CH:13][CH:12]=3)[CH2:8][CH:2]2[C:3]([O:5][CH2:6][CH3:7])=[O:4])[CH:23]=[CH:24][CH:25]=[CH:26][CH:27]=1. (7) Given the reactants C([O:3][C:4]([C:6]1[N:7]([S:16]([C:19]2[CH:24]=[CH:23][C:22]([C:25]([CH3:28])([CH3:27])[CH3:26])=[CH:21][CH:20]=2)(=[O:18])=[O:17])[C:8]2[C:13]([CH:14]=1)=[CH:12][C:11]([Cl:15])=[CH:10][CH:9]=2)=[O:5])C.Cl, predict the reaction product. The product is: [C:25]([C:22]1[CH:23]=[CH:24][C:19]([S:16]([N:7]2[C:8]3[C:13](=[CH:12][C:11]([Cl:15])=[CH:10][CH:9]=3)[CH:14]=[C:6]2[C:4]([OH:5])=[O:3])(=[O:17])=[O:18])=[CH:20][CH:21]=1)([CH3:28])([CH3:26])[CH3:27]. (8) Given the reactants [C:1]1([O:7][CH3:8])[CH:6]=[CH:5][CH:4]=[CH:3][CH:2]=1.F[C:10](F)(F)[C:11](OC(=O)C(F)(F)F)=[O:12].C(=O)([O-])O.[Na+], predict the reaction product. The product is: [CH3:8][O:7][C:1]1[CH:6]=[CH:5][C:4]([C:11](=[O:12])[CH3:10])=[CH:3][CH:2]=1. (9) Given the reactants [CH2:1]([C@@H:8]1[CH2:13][N:12]([CH2:14][C:15]2[CH:20]=[CH:19][CH:18]=[CH:17][CH:16]=2)[CH2:11][CH2:10][N:9]1[C:21]([C:23]1[CH:27]=[C:26]([CH3:28])[N:25]([C:29]2[CH:30]=[C:31]([CH:34]=[CH:35][CH:36]=2)[C:32]#[N:33])[C:24]=1[C:37]1[CH:42]=[CH:41][CH:40]=[CH:39][CH:38]=1)=[O:22])[C:2]1[CH:7]=[CH:6][CH:5]=[CH:4][CH:3]=1.C[Si]([N:47]=[N+:48]=[N-:49])(C)C.C([Sn](=O)CCCC)CCC, predict the reaction product. The product is: [CH2:1]([C@@H:8]1[CH2:13][N:12]([CH2:14][C:15]2[CH:16]=[CH:17][CH:18]=[CH:19][CH:20]=2)[CH2:11][CH2:10][N:9]1[C:21]([C:23]1[CH:27]=[C:26]([CH3:28])[N:25]([C:29]2[CH:36]=[CH:35][CH:34]=[C:31]([C:32]3[NH:49][N:48]=[N:47][N:33]=3)[CH:30]=2)[C:24]=1[C:37]1[CH:38]=[CH:39][CH:40]=[CH:41][CH:42]=1)=[O:22])[C:2]1[CH:7]=[CH:6][CH:5]=[CH:4][CH:3]=1. (10) Given the reactants [CH:1]1([N:7]([C@H:29]2[CH2:34][CH2:33][C@H:32]([CH3:35])[CH2:31][CH2:30]2)[C:8](=[O:28])[NH:9][C:10]2[S:11][C:12]([S:15]([N:18](C)[CH2:19][C:20]([N:22]([CH2:25][CH3:26])[CH2:23][CH3:24])=[O:21])(=[O:17])=[O:16])=[CH:13][N:14]=2)[CH2:6][CH2:5][CH2:4][CH2:3][CH2:2]1.C1(N([C@H]2CC[C@H](C)CC2)C(=O)NC2SC(S(NCC(O)=O)(=O)=O)=CN=2)CCCCC1.C(NCC)C, predict the reaction product. The product is: [CH:1]1([N:7]([C@H:29]2[CH2:30][CH2:31][C@H:32]([CH3:35])[CH2:33][CH2:34]2)[C:8](=[O:28])[NH:9][C:10]2[S:11][C:12]([S:15]([NH:18][CH2:19][C:20]([N:22]([CH2:25][CH3:26])[CH2:23][CH3:24])=[O:21])(=[O:16])=[O:17])=[CH:13][N:14]=2)[CH2:2][CH2:3][CH2:4][CH2:5][CH2:6]1.